This data is from Reaction yield outcomes from USPTO patents with 853,638 reactions. The task is: Predict the reaction yield, written as a fraction of the theoretical maximum amount of product (1.0 means a 100% yield; for example, 0.34 means a 34% yield). (1) The reactants are [CH3:1][C:2]([CH3:31])([CH3:30])[C:3]([N:5]1[CH2:12][C:11]2[C:10]([NH:13][C:14](=[O:22])[C:15]3[CH:20]=[CH:19][C:18]([F:21])=[CH:17][CH:16]=3)=[N:9][N:8](C(OCC)=O)[C:7]=2[C:6]1([CH3:29])[CH3:28])=[O:4].C(Cl)Cl.CO. The catalyst is CO. The product is [CH3:1][C:2]([CH3:31])([CH3:30])[C:3]([N:5]1[CH2:12][C:11]2[C:10]([NH:13][C:14](=[O:22])[C:15]3[CH:16]=[CH:17][C:18]([F:21])=[CH:19][CH:20]=3)=[N:9][NH:8][C:7]=2[C:6]1([CH3:29])[CH3:28])=[O:4]. The yield is 0.860. (2) The reactants are [CH3:1][N:2]([CH3:12])[C:3]1[CH:8]=[CH:7][C:6]([C:9](=[O:11])[CH3:10])=[CH:5][CH:4]=1. The catalyst is CN(C(OC)OC)C.C1(C)C=CC=CC=1.CC(O)=O. The product is [CH3:1][N:2]([CH3:12])/[CH:3]=[CH:10]/[C:9]([C:6]1[CH:7]=[CH:8][C:3]([N:2]([CH3:1])[CH3:12])=[CH:4][CH:5]=1)=[O:11]. The yield is 0.180. (3) The reactants are Br[CH2:2][C:3]([C:5]1[C:6]([C:11]2[CH:16]=[CH:15][CH:14]=[CH:13][CH:12]=2)=[N:7][O:8][C:9]=1[CH3:10])=O.[NH2:17][C:18]1[CH:23]=[CH:22][C:21]([I:24])=[CH:20][N:19]=1.Br.C(N(CC)CC)C. The catalyst is C(O)C. The product is [I:24][C:21]1[CH:22]=[CH:23][C:18]2[N:19]([CH:2]=[C:3]([C:5]3[C:6]([C:11]4[CH:16]=[CH:15][CH:14]=[CH:13][CH:12]=4)=[N:7][O:8][C:9]=3[CH3:10])[N:17]=2)[CH:20]=1. The yield is 0.280. (4) The reactants are [Br:1][C:2]1[CH:7]=[CH:6][C:5]([C:8]2[NH:14][C:13](=[O:15])[C:10]3([CH2:12][CH2:11]3)[N:9]=2)=[CH:4][CH:3]=1.CS(O[CH2:21][C@@H:22]1[CH2:26][CH2:25][N:24]([C:27]([CH:29]2[CH2:31][CH2:30]2)=[O:28])[CH2:23]1)(=O)=O.C([O-])([O-])=O.[Cs+].[Cs+]. The catalyst is CN(C=O)C. The product is [Br:1][C:2]1[CH:7]=[CH:6][C:5]([C:8]2[N:14]([CH2:21][C@@H:22]3[CH2:26][CH2:25][N:24]([C:27]([CH:29]4[CH2:31][CH2:30]4)=[O:28])[CH2:23]3)[C:13](=[O:15])[C:10]3([CH2:11][CH2:12]3)[N:9]=2)=[CH:4][CH:3]=1. The yield is 0.400. (5) The reactants are Cl[C:2]1[CH:3]=[N:4][CH:5]=[C:6](Cl)[C:7]=1[NH:8][C:9]([C:11]1[C:19]2[C:18]3[CH:20]=[C:21]([NH:24][C:25](=[O:27])[CH3:26])[CH:22]=[CH:23][C:17]=3[O:16][C:15]=2[C:14]([O:28][CH3:29])=[CH:13][CH:12]=1)=[O:10].[OH-].[NH4+]. The catalyst is C1COCC1.[Pd]. The product is [N:4]1[CH:3]=[CH:2][C:7]([NH:8][C:9]([C:11]2[C:19]3[C:18]4[CH:20]=[C:21]([NH:24][C:25](=[O:27])[CH3:26])[CH:22]=[CH:23][C:17]=4[O:16][C:15]=3[C:14]([O:28][CH3:29])=[CH:13][CH:12]=2)=[O:10])=[CH:6][CH:5]=1. The yield is 0.420. (6) The yield is 0.300. The reactants are [CH2:1]([O:3][C:4](=[O:24])[C:5]1[CH:10]=[C:9]([N:11]2[C:15]([CH3:16])=[CH:14][CH:13]=[C:12]2[C:17]2[CH:22]=[CH:21][CH:20]=[CH:19][C:18]=2[OH:23])[CH:8]=[N:7][CH:6]=1)[CH3:2].[Cl:25][C:26]1[CH:33]=[C:32]([F:34])[CH:31]=[CH:30][C:27]=1[CH2:28]Br.C(=O)([O-])[O-].[K+].[K+]. The catalyst is CN(C=O)C.CCOC(C)=O.O. The product is [CH2:1]([O:3][C:4](=[O:24])[C:5]1[CH:10]=[C:9]([N:11]2[C:15]([CH3:16])=[CH:14][CH:13]=[C:12]2[C:17]2[CH:22]=[CH:21][CH:20]=[CH:19][C:18]=2[O:23][CH2:28][C:27]2[CH:30]=[CH:31][C:32]([F:34])=[CH:33][C:26]=2[Cl:25])[CH:8]=[N:7][CH:6]=1)[CH3:2].